Dataset: Catalyst prediction with 721,799 reactions and 888 catalyst types from USPTO. Task: Predict which catalyst facilitates the given reaction. Reactant: [H-].[Na+].[Cl:3][C:4]1[CH:5]=[C:6]2[C:12]([CH2:13][CH2:14][C:15]([O:17][CH3:18])=[O:16])=[C:11]([C:19]3[CH:24]=[CH:23][C:22]([Cl:25])=[CH:21][CH:20]=3)[NH:10][C:7]2=[N:8][CH:9]=1.I[CH3:27].O. Product: [Cl:3][C:4]1[CH:5]=[C:6]2[C:12]([CH2:13][CH2:14][C:15]([O:17][CH3:18])=[O:16])=[C:11]([C:19]3[CH:20]=[CH:21][C:22]([Cl:25])=[CH:23][CH:24]=3)[N:10]([CH3:27])[C:7]2=[N:8][CH:9]=1. The catalyst class is: 9.